From a dataset of Full USPTO retrosynthesis dataset with 1.9M reactions from patents (1976-2016). Predict the reactants needed to synthesize the given product. (1) Given the product [O:10]=[C:9]1[N:11]2[CH2:16][CH2:15][N:14]([C:17]([O:19][CH2:20][C:21]3[CH:22]=[CH:23][CH:24]=[CH:25][CH:26]=3)=[O:18])[CH2:13][CH:12]2[CH2:27][O:29]1, predict the reactants needed to synthesize it. The reactants are: C(O[C:9]([N:11]1[CH2:16][CH2:15][N:14]([C:17]([O:19][CH2:20][C:21]2[CH:26]=[CH:25][CH:24]=[CH:23][CH:22]=2)=[O:18])[CH2:13][CH:12]1[C:27]([OH:29])=O)=[O:10])C1C=CC=CC=1.B.C1COCC1.C([O-])([O-])=O.[K+].[K+]. (2) Given the product [C:24]([C:8]1[CH:7]=[C:6]2[C:11](=[CH:10][CH:9]=1)[N:12]([CH2:16][C:17]1[CH:22]=[CH:21][CH:20]=[C:19]([F:23])[CH:18]=1)[C:13]1[CH2:14][CH2:15][CH:3]([NH:2][S:36]([CH:33]3[CH2:35][CH2:34]3)(=[O:38])=[O:37])[CH2:4][C:5]2=1)#[N:25], predict the reactants needed to synthesize it. The reactants are: Cl.[NH2:2][CH:3]1[CH2:15][CH2:14][C:13]2[N:12]([CH2:16][C:17]3[CH:22]=[CH:21][CH:20]=[C:19]([F:23])[CH:18]=3)[C:11]3[CH:10]=[CH:9][C:8]([C:24]#[N:25])=[CH:7][C:6]=3[C:5]=2[CH2:4]1.C(N(CC)CC)C.[CH:33]1([S:36](Cl)(=[O:38])=[O:37])[CH2:35][CH2:34]1. (3) Given the product [Cl:1][C:2]1[CH:3]=[CH:4][C:5]([CH:8]([C:33]2[CH:34]=[CH:35][C:36]([Cl:39])=[CH:37][CH:38]=2)[C:9]2[CH:10]=[C:11]3[C:16](=[CH:17][CH:18]=2)[N:15]=[CH:14][N:13]=[C:12]3[NH:19][CH:20]2[CH2:21][CH2:22][N:23]([C:26](=[O:32])[CH2:27][CH2:28][C:29]([NH:40][CH2:41][CH2:42][OH:43])=[O:31])[CH2:24][CH2:25]2)=[CH:6][CH:7]=1, predict the reactants needed to synthesize it. The reactants are: [Cl:1][C:2]1[CH:7]=[CH:6][C:5]([CH:8]([C:33]2[CH:38]=[CH:37][C:36]([Cl:39])=[CH:35][CH:34]=2)[C:9]2[CH:10]=[C:11]3[C:16](=[CH:17][CH:18]=2)[N:15]=[CH:14][N:13]=[C:12]3[NH:19][CH:20]2[CH2:25][CH2:24][N:23]([C:26](=[O:32])[CH2:27][CH2:28][C:29]([OH:31])=O)[CH2:22][CH2:21]2)=[CH:4][CH:3]=1.[NH2:40][CH2:41][CH2:42][OH:43].CN(C(ON1N=NC2C=CC=NC1=2)=[N+](C)C)C.F[P-](F)(F)(F)(F)F.CCN(C(C)C)C(C)C.